Dataset: NCI-60 drug combinations with 297,098 pairs across 59 cell lines. Task: Regression. Given two drug SMILES strings and cell line genomic features, predict the synergy score measuring deviation from expected non-interaction effect. (1) Drug 1: CCC1(CC2CC(C3=C(CCN(C2)C1)C4=CC=CC=C4N3)(C5=C(C=C6C(=C5)C78CCN9C7C(C=CC9)(C(C(C8N6C)(C(=O)OC)O)OC(=O)C)CC)OC)C(=O)OC)O.OS(=O)(=O)O. Drug 2: CS(=O)(=O)OCCCCOS(=O)(=O)C. Cell line: ACHN. Synergy scores: CSS=17.2, Synergy_ZIP=-4.71, Synergy_Bliss=-0.901, Synergy_Loewe=1.71, Synergy_HSA=1.99. (2) Drug 1: CC1=C(C(=CC=C1)Cl)NC(=O)C2=CN=C(S2)NC3=CC(=NC(=N3)C)N4CCN(CC4)CCO. Drug 2: CN(C(=O)NC(C=O)C(C(C(CO)O)O)O)N=O. Cell line: HCT116. Synergy scores: CSS=3.28, Synergy_ZIP=4.09, Synergy_Bliss=7.82, Synergy_Loewe=7.42, Synergy_HSA=4.22. (3) Drug 1: CC1C(C(CC(O1)OC2CC(CC3=C2C(=C4C(=C3O)C(=O)C5=C(C4=O)C(=CC=C5)OC)O)(C(=O)C)O)N)O.Cl. Drug 2: C1=NC2=C(N1)C(=S)N=CN2. Cell line: HCC-2998. Synergy scores: CSS=13.3, Synergy_ZIP=-9.17, Synergy_Bliss=-10.1, Synergy_Loewe=-12.8, Synergy_HSA=-8.75. (4) Drug 1: C1=CC(=CC=C1C#N)C(C2=CC=C(C=C2)C#N)N3C=NC=N3. Drug 2: CC1=C(C(CCC1)(C)C)C=CC(=CC=CC(=CC(=O)O)C)C. Cell line: K-562. Synergy scores: CSS=5.28, Synergy_ZIP=-4.12, Synergy_Bliss=-11.4, Synergy_Loewe=3.60, Synergy_HSA=-9.07. (5) Cell line: SF-268. Drug 1: CC=C1C(=O)NC(C(=O)OC2CC(=O)NC(C(=O)NC(CSSCCC=C2)C(=O)N1)C(C)C)C(C)C. Synergy scores: CSS=68.1, Synergy_ZIP=0.0293, Synergy_Bliss=-1.18, Synergy_Loewe=-60.4, Synergy_HSA=-1.11. Drug 2: COCCOC1=C(C=C2C(=C1)C(=NC=N2)NC3=CC=CC(=C3)C#C)OCCOC.Cl.